From a dataset of Catalyst prediction with 721,799 reactions and 888 catalyst types from USPTO. Predict which catalyst facilitates the given reaction. (1) Reactant: [CH:1]1([O:5][C:6]2[CH:11]=[CH:10][C:9]([N+:12]([O-])=O)=[CH:8][N:7]=2)[CH2:4][CH2:3][CH2:2]1.C1(C)C=CC=CC=1. Product: [CH:1]1([O:5][C:6]2[N:7]=[CH:8][C:9]([NH2:12])=[CH:10][CH:11]=2)[CH2:2][CH2:3][CH2:4]1. The catalyst class is: 19. (2) Reactant: [CH3:1][O:2][C:3]1[C:8]2=[CH:9][CH:10]=[C:11]3[C:20]([N:19]=[C:18]4[C:13]([CH:14]=[CH:15][CH:16]=[C:17]4[C:21]([OH:23])=O)=[N:12]3)=[C:7]2[CH:6]=[CH:5][CH:4]=1.Cl.[CH3:25][N:26]([CH3:31])[CH2:27][C@H:28]([NH2:30])[CH3:29]. Product: [CH3:25][N:26]([CH3:31])[CH2:27][C@H:28]([NH:30][C:21]([C:17]1[C:18]2[C:13](=[N:12][C:11]3[C:20]([N:19]=2)=[C:7]2[CH:6]=[CH:5][CH:4]=[C:3]([O:2][CH3:1])[C:8]2=[CH:9][CH:10]=3)[CH:14]=[CH:15][CH:16]=1)=[O:23])[CH3:29]. The catalyst class is: 66. (3) Reactant: [CH:1]1([C:4]2[CH:5]=[CH:6][C:7]([C:10]([O:12]C)=[O:11])=[N:8][CH:9]=2)[CH2:3][CH2:2]1.[OH-].[K+]. Product: [CH:1]1([C:4]2[CH:5]=[CH:6][C:7]([C:10]([OH:12])=[O:11])=[N:8][CH:9]=2)[CH2:2][CH2:3]1. The catalyst class is: 5. (4) The catalyst class is: 60. Reactant: [C:1]([O:5][C:6]([N:8]1[CH2:13][CH2:12][CH2:11][C@H:10]([CH2:14][O:15][C:16]2[C:21]([O:22]C)=[CH:20][CH:19]=[CH:18][C:17]=2[F:24])[CH2:9]1)=[O:7])([CH3:4])([CH3:3])[CH3:2].[S-]CC.[Na+]. Product: [C:1]([O:5][C:6]([N:8]1[CH2:13][CH2:12][CH2:11][C@H:10]([CH2:14][O:15][C:16]2[C:21]([OH:22])=[CH:20][CH:19]=[CH:18][C:17]=2[F:24])[CH2:9]1)=[O:7])([CH3:4])([CH3:2])[CH3:3]. (5) Reactant: [Br:1][C:2]1[CH:3]=[C:4]([OH:8])[CH:5]=[CH:6][CH:7]=1.[CH2:9](Br)[C:10]1[CH:15]=[CH:14][CH:13]=[CH:12][CH:11]=1.C([O-])([O-])=O.[K+].[K+]. Product: [CH2:9]([O:8][C:4]1[CH:5]=[CH:6][CH:7]=[C:2]([Br:1])[CH:3]=1)[C:10]1[CH:15]=[CH:14][CH:13]=[CH:12][CH:11]=1. The catalyst class is: 21. (6) Reactant: [NH2:1][C:2]1[C:3]([CH3:20])=[C:4]([C:8]2[CH:13]=[N:12][C:11]([C:14]([NH2:16])=[O:15])=[C:10]3[NH:17][CH:18]=[CH:19][C:9]=23)[CH:5]=[CH:6][CH:7]=1.[C:21](Cl)(=[O:24])[CH:22]=[CH2:23]. Product: [C:21]([NH:1][C:2]1[C:3]([CH3:20])=[C:4]([C:8]2[CH:13]=[N:12][C:11]([C:14]([NH2:16])=[O:15])=[C:10]3[NH:17][CH:18]=[CH:19][C:9]=23)[CH:5]=[CH:6][CH:7]=1)(=[O:24])[CH:22]=[CH2:23]. The catalyst class is: 1.